From a dataset of Forward reaction prediction with 1.9M reactions from USPTO patents (1976-2016). Predict the product of the given reaction. (1) Given the reactants P(Br)(Br)[Br:2].O[CH:6]([C:8]1[O:9][C:10](=[O:33])[C:11]2[C:16]([C:17]=1[C:18]1[CH:23]=[CH:22][C:21]([O:24][CH2:25][CH2:26][N:27]3[CH2:32][CH2:31][O:30][CH2:29][CH2:28]3)=[CH:20][CH:19]=1)=[CH:15][CH:14]=[CH:13][CH:12]=2)[CH3:7], predict the reaction product. The product is: [BrH:2].[Br:2][CH:6]([C:8]1[O:9][C:10](=[O:33])[C:11]2[C:16]([C:17]=1[C:18]1[CH:23]=[CH:22][C:21]([O:24][CH2:25][CH2:26][N:27]3[CH2:32][CH2:31][O:30][CH2:29][CH2:28]3)=[CH:20][CH:19]=1)=[CH:15][CH:14]=[CH:13][CH:12]=2)[CH3:7]. (2) Given the reactants [CH3:1][C:2]([O-])(C)C.[K+].[CH2:7]([CH:10]1[CH2:14][CH2:13][CH:12]([CH:15]2[CH2:20][CH2:19][C:18](=O)[CH2:17][CH2:16]2)[CH2:11]1)[CH2:8][CH3:9].[CH2:7]([CH:10]1[CH2:14][CH2:13][CH:12]([CH:15]2[CH2:20][CH2:19][CH:18](C=O)[CH2:17][CH2:16]2)[CH2:11]1)[CH2:8][CH3:9], predict the reaction product. The product is: [CH2:7]([CH:10]1[CH2:14][CH2:13][CH:12]([CH:15]2[CH2:20][CH2:19][CH:18]([CH:1]=[CH2:2])[CH2:17][CH2:16]2)[CH2:11]1)[CH2:8][CH3:9]. (3) Given the reactants [CH:1]1([O:6][C:7]2[N:15]=[C:14]3[C:10]([N:11]=[CH:12][N:13]3[C@@H:16]3[O:22][C@H:21]([CH2:23]O)[C@@H:19]([OH:20])[C@H:17]3[OH:18])=[C:9]([NH2:25])[N:8]=2)[CH2:5][CH2:4][CH2:3][CH2:2]1.C(OC(C([Cl:35])=O)(C)C)(=O)C, predict the reaction product. The product is: [Cl:35][C@H:19]1[C@@H:21]([CH3:23])[O:22][C@@H:16]([N:13]2[CH:12]=[N:11][C:10]3[C:14]2=[N:15][C:7]([O:6][CH:1]2[CH2:5][CH2:4][CH2:3][CH2:2]2)=[N:8][C:9]=3[NH2:25])[C@@H:17]1[OH:18].[Cl:35][C@H:17]1[C@H:19]([OH:20])[C@@H:21]([CH3:23])[O:22][C@H:16]1[N:13]1[CH:12]=[N:11][C:10]2[C:14]1=[N:15][C:7]([O:6][CH:1]1[CH2:5][CH2:4][CH2:3][CH2:2]1)=[N:8][C:9]=2[NH2:25]. (4) Given the reactants C(OC([NH:8][C:9]1[S:10][C:11]([Cl:60])=[C:12]([C:14](=[N:53][O:54][CH:55]2[CH2:59][CH2:58][CH2:57][CH2:56]2)[C:15]([NH:17][CH:18]2[C:25](=[O:26])[N:24]3[CH:19]2[S:20][CH2:21][C:22](/[CH:43]=[CH:44]/OS(C(F)(F)F)(=O)=O)=[C:23]3[C:27]([O:29]C(C2C=CC=CC=2)C2C=CC=CC=2)=[O:28])=[O:16])[N:13]=1)=O)(C)(C)C.S(O)(O)(=O)=O.[NH2:66][C:67]1[N:72]=[C:71]([SH:73])[CH:70]=[C:69]([NH2:74])[N:68]=1, predict the reaction product. The product is: [NH2:8][C:9]1[S:10][C:11]([Cl:60])=[C:12]([C:14](=[N:53][O:54][CH:55]2[CH2:59][CH2:58][CH2:57][CH2:56]2)[C:15]([NH:17][C@@H:18]2[C:25](=[O:26])[N:24]3[C@@H:19]2[S:20][CH2:21][C:22](/[CH:43]=[CH:44]/[S:73][C:71]2[CH:70]=[C:69]([NH2:74])[N:68]=[C:67]([NH2:66])[N:72]=2)=[C:23]3[C:27]([OH:29])=[O:28])=[O:16])[N:13]=1. (5) The product is: [F:47][C:45]([F:46])([F:48])[C:43]1[CH:42]=[C:5]([CH:4]=[C:3]([C:2]([F:50])([F:49])[F:1])[CH:44]=1)[CH2:6][N:7]([CH2:20][C:21]1[CH:22]=[CH:23][CH:24]=[C:25]2[C:29]=1[N:28]([C:30](=[O:41])[CH2:31][CH2:32][CH2:33][CH2:34][CH2:35][C:36]([OH:38])=[O:37])[CH2:27][CH2:26]2)[C:8]1[N:13]=[CH:12][C:11]([N:14]2[CH2:19][CH2:18][O:17][CH2:16][CH2:15]2)=[CH:10][N:9]=1. Given the reactants [F:1][C:2]([F:50])([F:49])[C:3]1[CH:4]=[C:5]([CH:42]=[C:43]([C:45]([F:48])([F:47])[F:46])[CH:44]=1)[CH2:6][N:7]([CH2:20][C:21]1[CH:22]=[CH:23][CH:24]=[C:25]2[C:29]=1[N:28]([C:30](=[O:41])[CH2:31][CH2:32][CH2:33][CH2:34][CH2:35][C:36]([O:38]CC)=[O:37])[CH2:27][CH2:26]2)[C:8]1[N:13]=[CH:12][C:11]([N:14]2[CH2:19][CH2:18][O:17][CH2:16][CH2:15]2)=[CH:10][N:9]=1.[OH-].[Na+].Cl.C(OCC)(=O)C, predict the reaction product. (6) Given the reactants [CH3:1][C:2]1[N:3]=[CH:4][C:5]2[C:10]([CH:11]=1)=[C:9]([CH2:12][C:13]([OH:15])=O)[CH:8]=[CH:7][CH:6]=2.[F:16][C:17]1[CH:18]=[C:19]([CH:22]=[CH:23][C:24]=1[C:25]([F:28])([F:27])[F:26])[CH2:20][NH2:21].FC(F)(F)OC1C=CC(CN)=CC=1, predict the reaction product. The product is: [F:16][C:17]1[CH:18]=[C:19]([CH:22]=[CH:23][C:24]=1[C:25]([F:26])([F:27])[F:28])[CH2:20][NH:21][C:13](=[O:15])[CH2:12][C:9]1[CH:8]=[CH:7][CH:6]=[C:5]2[C:10]=1[CH:11]=[C:2]([CH3:1])[N:3]=[CH:4]2.